The task is: Predict the product of the given reaction.. This data is from Forward reaction prediction with 1.9M reactions from USPTO patents (1976-2016). (1) Given the reactants [CH3:1][C:2]1[N:7]=[C:6]([CH:8]=O)[CH:5]=[CH:4][CH:3]=1.[NH2:10][C:11]1[CH:16]=[CH:15][CH:14]=[CH:13][CH:12]=1.[C:17]1([O:23][P:24]([O-:32])[O:25][C:26]2[CH:31]=[CH:30][CH:29]=[CH:28][CH:27]=2)[CH:22]=[CH:21][CH:20]=[CH:19][CH:18]=1, predict the reaction product. The product is: [C:26]1([O:25][P:24]([CH:8]([C:6]2[CH:5]=[CH:4][CH:3]=[C:2]([CH3:1])[N:7]=2)[NH:10][C:11]2[CH:16]=[CH:15][CH:14]=[CH:13][CH:12]=2)(=[O:32])[O:23][C:17]2[CH:18]=[CH:19][CH:20]=[CH:21][CH:22]=2)[CH:31]=[CH:30][CH:29]=[CH:28][CH:27]=1. (2) Given the reactants [CH3:1][O:2][C:3]1[CH:16]=[CH:15][CH:14]=[CH:13][C:4]=1[CH:5]=[C:6]1[C:10](=[O:11])O[C:8]([CH3:12])=[N:7]1.[CH2:17]([NH2:19])[CH3:18].C(=O)([O-])[O-].[K+].[K+], predict the reaction product. The product is: [CH2:17]([N:19]1[C:10](=[O:11])[C:6](=[CH:5][C:4]2[CH:13]=[CH:14][CH:15]=[CH:16][C:3]=2[O:2][CH3:1])[N:7]=[C:8]1[CH3:12])[CH3:18]. (3) Given the reactants [Cl:1][C:2]1[CH:3]=[C:4]([CH:10]=[C:11]([O:14][CH3:15])[C:12]=1[I:13])[C:5](OCC)=[O:6].C1(C)C=CC=CC=1.[H-].C([Al+]CC(C)C)C(C)C.[C@H](O)(C([O-])=O)[C@@H](O)C([O-])=O.[Na+].[K+], predict the reaction product. The product is: [Cl:1][C:2]1[CH:3]=[C:4]([CH2:5][OH:6])[CH:10]=[C:11]([O:14][CH3:15])[C:12]=1[I:13]. (4) The product is: [CH3:1][N:2]([CH2:4][CH:5]([C:14]1([OH:20])[CH2:19][CH2:18][CH2:17][CH2:16][CH2:15]1)[C:6]1[CH:7]=[CH:8][C:9]([O:12][CH3:13])=[CH:10][CH:11]=1)[CH3:3].[ClH:21].[CH3:1][N:2]([CH2:4][CH:5]([C:14]1([OH:20])[CH2:19][CH2:18][CH2:17][CH2:16][CH2:15]1)[C:6]1[CH:7]=[CH:8][C:9]([O:12][CH3:13])=[CH:10][CH:11]=1)[CH3:3]. Given the reactants [CH3:1][N:2]([CH2:4][CH:5]([C:14]1([OH:20])[CH2:19][CH2:18][CH2:17][CH2:16][CH2:15]1)[C:6]1[CH:7]=[CH:8][C:9]([O:12][CH3:13])=[CH:10][CH:11]=1)[CH3:3].[ClH:21].[Si](=O)=O.C(O[NH3+])(=O)C(C)=C.C(OCCCC)(=O)CCCCCCCCC(OCCCC)=O, predict the reaction product. (5) Given the reactants [F:1][C:2]1[CH:11]=[C:10]2[C:5]([CH:6]=[CH:7][CH:8]=[N:9]2)=[CH:4][C:3]=1[CH2:12][N:13]1[C:21]2[C:16](=[N:17][CH:18]=[C:19]([C:22](=O)[CH3:23])[N:20]=2)[N:15]=[N:14]1.Cl.[NH2:26][O:27][C:28]([CH3:32])([CH3:31])[CH2:29][OH:30], predict the reaction product. The product is: [OH:30][CH2:29][C:28]([O:27]/[N:26]=[C:22](/[C:19]1[N:20]=[C:21]2[N:13]([CH2:12][C:3]3[CH:4]=[C:5]4[C:10](=[CH:11][C:2]=3[F:1])[N:9]=[CH:8][CH:7]=[CH:6]4)[N:14]=[N:15][C:16]2=[N:17][CH:18]=1)\[CH3:23])([CH3:32])[CH3:31]. (6) Given the reactants [N+:1]([C:4]1[CH:5]=[C:6](/[CH:10]=[CH:11]/[C:12]2[CH:17]=[CH:16][CH:15]=[CH:14][N:13]=2)[CH:7]=[CH:8][CH:9]=1)([O-])=O.O.O.[Sn](Cl)Cl, predict the reaction product. The product is: [N:13]1[CH:14]=[CH:15][CH:16]=[CH:17][C:12]=1/[CH:11]=[CH:10]/[C:6]1[CH:5]=[C:4]([NH2:1])[CH:9]=[CH:8][CH:7]=1. (7) Given the reactants [CH2:1]([O:3][C:4](=[O:29])[C:5]1[CH:10]=[C:9]([O:11][C:12]2[CH:17]=[CH:16][C:15]([C:18]#[N:19])=[CH:14][CH:13]=2)[CH:8]=[C:7]([O:20][C:21]2[CH:26]=[CH:25][C:24]([CH2:27][NH2:28])=[CH:23][CH:22]=2)[CH:6]=1)[CH3:2].C(N([CH2:35][CH3:36])CC)C, predict the reaction product. The product is: [CH2:1]([O:3][C:4](=[O:29])[C:5]1[CH:6]=[C:7]([O:20][C:21]2[CH:26]=[CH:25][C:24]([C:27]#[N:28])=[CH:23][CH:22]=2)[CH:8]=[C:9]([O:11][C:12]2[CH:13]=[CH:14][C:15]([CH2:18][NH:19][C:4]([O:3][CH2:1][C:36]3[CH:35]=[CH:7][CH:6]=[CH:5][CH:10]=3)=[O:29])=[CH:16][CH:17]=2)[CH:10]=1)[CH3:2]. (8) Given the reactants C(N(CC)CC)C.Br[C:9]1[CH:10]=[N:11][CH:12]=[C:13]([S:15][CH3:16])[CH:14]=1.[C:17]([C:19]1[CH:20]=[C:21]([CH:24]=[CH:25][CH:26]=1)[C:22]#[N:23])#[CH:18], predict the reaction product. The product is: [CH3:16][S:15][C:13]1[CH:14]=[C:9]([C:18]#[C:17][C:19]2[CH:20]=[C:21]([CH:24]=[CH:25][CH:26]=2)[C:22]#[N:23])[CH:10]=[N:11][CH:12]=1.